From a dataset of Forward reaction prediction with 1.9M reactions from USPTO patents (1976-2016). Predict the product of the given reaction. (1) Given the reactants [F:1][C:2]([F:6])([F:5])[CH2:3][OH:4].[H-].[Na+].Br[CH2:10][C:11]1[CH:16]=[CH:15][C:14]([C:17]2[NH:21][C:20](=[O:22])[N:19]([C:23]3[CH:24]=[C:25]([CH:34]=[CH:35][C:36]=3[Cl:37])[CH2:26][NH:27][C:28](=[O:33])[C:29]([CH3:32])([CH3:31])[CH3:30])[N:18]=2)=[CH:13][CH:12]=1, predict the reaction product. The product is: [F:1][C:2]([F:6])([F:5])[CH2:3][O:4][CH2:10][C:11]1[CH:16]=[CH:15][C:14]([C:17]2[NH:21][C:20](=[O:22])[N:19]([C:23]3[CH:24]=[C:25]([CH:34]=[CH:35][C:36]=3[Cl:37])[CH2:26][NH:27][C:28](=[O:33])[C:29]([CH3:32])([CH3:30])[CH3:31])[N:18]=2)=[CH:13][CH:12]=1. (2) Given the reactants [NH2:1][C:2]1[N:10]=[C:9]([CH2:11][O:12][CH3:13])[CH:8]=[CH:7][C:3]=1[C:4]([NH2:6])=O.P(Cl)(Cl)(Cl)=O.[OH-].[Na+], predict the reaction product. The product is: [NH2:1][C:2]1[N:10]=[C:9]([CH2:11][O:12][CH3:13])[CH:8]=[CH:7][C:3]=1[C:4]#[N:6]. (3) Given the reactants Br[C:2]1[CH:3]=[C:4]([CH:8]([C:19]2[CH:24]=[CH:23][CH:22]=[CH:21][CH:20]=2)[CH2:9]/[C:10](/[C:13]2[CH:18]=[CH:17][N:16]=[CH:15][CH:14]=2)=[N:11]\[OH:12])[CH:5]=[CH:6][CH:7]=1.[C:25](=[O:27])=[O:26], predict the reaction product. The product is: [OH:12]/[N:11]=[C:10](/[C:13]1[CH:18]=[CH:17][N:16]=[CH:15][CH:14]=1)\[CH2:9][CH:8]([C:4]1[CH:3]=[C:2]([CH:7]=[CH:6][CH:5]=1)[C:25]([OH:27])=[O:26])[C:19]1[CH:20]=[CH:21][CH:22]=[CH:23][CH:24]=1. (4) Given the reactants [N:1]1[CH:6]=[CH:5][CH:4]=[CH:3][C:2]=1[CH2:7][NH2:8].C(=O)([O-])[O-].[K+].[K+].Br[CH2:16][C:17]1[CH:24]=[CH:23][C:20]([C:21]#[N:22])=[CH:19][CH:18]=1, predict the reaction product. The product is: [N:1]1[CH:6]=[CH:5][CH:4]=[CH:3][C:2]=1[CH2:7][NH:8][CH2:16][C:17]1[CH:24]=[CH:23][C:20]([C:21]#[N:22])=[CH:19][CH:18]=1. (5) Given the reactants [Cl:1][C:2]1[CH:7]=[CH:6][C:5]([N:8]=[C:9]=[O:10])=[CH:4][CH:3]=1.C(N(CC)CC)C.[Cl:18][C:19]1[N:20]([CH2:27][C@:28]([OH:32])([CH3:31])[CH2:29][OH:30])[CH:21]=[C:22]([N+:24]([O-:26])=[O:25])[N:23]=1, predict the reaction product. The product is: [Cl:1][C:2]1[CH:7]=[CH:6][C:5]([NH:8][C:9](=[O:10])[O:30][CH2:29][C@@:28]([OH:32])([CH3:31])[CH2:27][N:20]2[CH:21]=[C:22]([N+:24]([O-:26])=[O:25])[N:23]=[C:19]2[Cl:18])=[CH:4][CH:3]=1. (6) Given the reactants [NH2:1][CH2:2][CH2:3][N:4]1[C:13]2[C:8](=[N:9][CH:10]=[C:11]([CH2:14][C:15]3[CH:20]=[CH:19][C:18]([F:21])=[CH:17][CH:16]=3)[CH:12]=2)[C:7]([OH:22])=[C:6]([C:23]([NH:25][CH2:26][CH2:27][CH2:28][N:29]2[CH2:34][CH2:33][O:32][CH2:31][CH2:30]2)=[O:24])[C:5]1=[O:35].C(N(C(C)C)CC)(C)C.Cl[C:46]([O:48][CH3:49])=[O:47], predict the reaction product. The product is: [F:21][C:18]1[CH:17]=[CH:16][C:15]([CH2:14][C:11]2[CH:12]=[C:13]3[C:8]([C:7]([OH:22])=[C:6]([C:23]([NH:25][CH2:26][CH2:27][CH2:28][N:29]4[CH2:30][CH2:31][O:32][CH2:33][CH2:34]4)=[O:24])[C:5](=[O:35])[N:4]3[CH2:3][CH2:2][NH:1][C:46](=[O:47])[O:48][CH3:49])=[N:9][CH:10]=2)=[CH:20][CH:19]=1.